Dataset: Catalyst prediction with 721,799 reactions and 888 catalyst types from USPTO. Task: Predict which catalyst facilitates the given reaction. (1) Reactant: [CH2:1]([O:8][C:9]([N:11]1[CH2:15][CH2:14][CH2:13][C@H:12]1[C:16]([OH:18])=O)=[O:10])[C:2]1[CH:7]=[CH:6][CH:5]=[CH:4][CH:3]=1.CN(C(ON1N=NC2C=CC=NC1=2)=[N+](C)C)C.F[P-](F)(F)(F)(F)F.CCN(C(C)C)C(C)C.[NH2:52][C:53]1[CH:58]=[CH:57][C:56]([CH2:59][C:60]([OH:62])=[O:61])=[CH:55][CH:54]=1. Product: [CH2:1]([O:8][C:9]([N:11]1[CH2:15][CH2:14][CH2:13][C@H:12]1[C:16](=[O:18])[NH:52][C:53]1[CH:54]=[CH:55][C:56]([CH2:59][C:60]([OH:62])=[O:61])=[CH:57][CH:58]=1)=[O:10])[C:2]1[CH:3]=[CH:4][CH:5]=[CH:6][CH:7]=1. The catalyst class is: 3. (2) Reactant: Cl[C:2]([C:4]1[CH:5]=[C:6]([CH:11]=[CH:12][CH:13]=1)[C:7]([O:9][CH3:10])=[O:8])=[O:3].[NH:14]1[CH2:18][CH2:17][CH2:16][CH2:15]1.O. Product: [N:14]1([C:2]([C:4]2[CH:5]=[C:6]([CH:11]=[CH:12][CH:13]=2)[C:7]([O:9][CH3:10])=[O:8])=[O:3])[CH2:18][CH2:17][CH2:16][CH2:15]1. The catalyst class is: 4. (3) Reactant: [Cl:1][C:2]1[CH:7]=[CH:6][C:5]([N+:8]([O-])=O)=[C:4]([F:11])[C:3]=1[F:12]. Product: [Cl:1][C:2]1[CH:7]=[CH:6][C:5]([NH2:8])=[C:4]([F:11])[C:3]=1[F:12]. The catalyst class is: 180. (4) Reactant: [NH2:1][C:2]1[CH:7]=[CH:6][C:5]([S:8]([NH:11][C:12]2[CH:13]=[CH:14][C:15]3[CH2:19][O:18][B:17]([OH:20])[C:16]=3[CH:21]=2)(=[O:10])=[O:9])=[C:4]([CH2:22][NH2:23])[CH:3]=1.Cl[C:25]([O:27][CH3:28])=[O:26]. Product: [NH2:1][C:2]1[CH:7]=[CH:6][C:5]([S:8](=[O:9])(=[O:10])[NH:11][C:12]2[CH:13]=[CH:14][C:15]3[CH2:19][O:18][B:17]([OH:20])[C:16]=3[CH:21]=2)=[C:4]([CH:3]=1)[CH2:22][NH:23][C:25](=[O:26])[O:27][CH3:28].[OH:20][B:17]1[C:16]2[CH:21]=[C:12]([NH:11][S:8]([C:5]3[CH:6]=[CH:7][C:2]([NH:1][C:25](=[O:26])[O-:27])=[CH:3][CH:4]=3)(=[O:10])=[O:9])[CH:13]=[CH:14][C:15]=2[CH2:19][O:18]1. The catalyst class is: 17. (5) Reactant: [F:1][C:2]([F:22])([F:21])[C:3]1[CH:4]=[C:5]([C:9]2[CH:10]=[CH:11][C:12]3[N:18]4[CH2:19][C@H:15]([CH2:16][CH2:17]4)[NH:14][C:13]=3[N:20]=2)[CH:6]=[CH:7][CH:8]=1.Cl[C:24](Cl)([O:26]C(=O)OC(Cl)(Cl)Cl)Cl.[CH3:35][C:36]1([CH3:50])[O:40][C@@H:39]([CH2:41][O:42][C:43]2[N:48]=[C:47]([NH2:49])[CH:46]=[N:45][CH:44]=2)[CH2:38][O:37]1.O. Product: [CH3:35][C:36]1([CH3:50])[O:40][C@@H:39]([CH2:41][O:42][C:43]2[N:48]=[C:47]([NH:49][C:24]([N:14]3[C@@H:15]4[CH2:19][N:18]([CH2:17][CH2:16]4)[C:12]4[CH:11]=[CH:10][C:9]([C:5]5[CH:6]=[CH:7][CH:8]=[C:3]([C:2]([F:21])([F:1])[F:22])[CH:4]=5)=[N:20][C:13]3=4)=[O:26])[CH:46]=[N:45][CH:44]=2)[CH2:38][O:37]1. The catalyst class is: 7. (6) Reactant: [CH3:1][C:2]([NH2:6])([C:4]#[CH:5])[CH3:3].C(=O)([O-])[O-].[K+].[K+].Cl[C:14]([O:16][CH2:17][CH2:18][Cl:19])=[O:15]. Product: [Cl:19][CH2:18][CH2:17][O:16][C:14](=[O:15])[NH:6][C:2]([CH3:3])([C:4]#[CH:5])[CH3:1]. The catalyst class is: 210. (7) Reactant: C(N(CC)CC)C.[C:8]1([N:14]=[C:15]=[O:16])[CH:13]=[CH:12][CH:11]=[CH:10][CH:9]=1.[Cl:17][C:18]1[CH:19]=[C:20]([O:24][C:25]2[CH:29]=[C:28]([CH3:30])[NH:27][N:26]=2)[CH:21]=[CH:22][CH:23]=1.Cl. Product: [C:8]1([NH:14][C:15]([N:27]2[C:28]([CH3:30])=[CH:29][C:25]([O:24][C:20]3[CH:21]=[CH:22][CH:23]=[C:18]([Cl:17])[CH:19]=3)=[N:26]2)=[O:16])[CH:13]=[CH:12][CH:11]=[CH:10][CH:9]=1. The catalyst class is: 13. (8) Reactant: [Cl:1][C:2]1[CH:7]=[CH:6][C:5]([C:8]2([CH2:20][CH2:21][C:22]([N:24]3[CH2:29][CH2:28][CH:27]([C:30](=[O:32])[CH3:31])[CH2:26][CH2:25]3)=[O:23])[C:16]3[C:11](=[CH:12][CH:13]=[CH:14][CH:15]=3)[C:10]3=[N:17][CH:18]=[CH:19][N:9]23)=[CH:4][CH:3]=1.[CH3:33][Mg+].[Br-]. Product: [Cl:1][C:2]1[CH:7]=[CH:6][C:5]([C:8]2([CH2:20][CH2:21][C:22]([N:24]3[CH2:25][CH2:26][CH:27]([C:30]([OH:32])([CH3:33])[CH3:31])[CH2:28][CH2:29]3)=[O:23])[C:16]3[C:11](=[CH:12][CH:13]=[CH:14][CH:15]=3)[C:10]3=[N:17][CH:18]=[CH:19][N:9]23)=[CH:4][CH:3]=1. The catalyst class is: 1. (9) Reactant: C(Cl)(C(Cl)=O)=O.CS(C)=O.[Cl:11][CH2:12][C:13]([NH:15][CH:16]([CH2:19][CH3:20])[CH2:17][OH:18])=[O:14].C(OCC)(=O)C. Product: [Cl:11][CH2:12][C:13]([NH:15][CH:16]([CH2:19][CH3:20])[CH:17]=[O:18])=[O:14]. The catalyst class is: 4.